Dataset: Catalyst prediction with 721,799 reactions and 888 catalyst types from USPTO. Task: Predict which catalyst facilitates the given reaction. (1) Reactant: [F:1][C:2]([F:17])([F:16])[C:3]1[CH:8]=[CH:7][CH:6]=[CH:5][C:4]=1[C:9]1[N:14]=[N:13][C:12]([NH2:15])=[CH:11][CH:10]=1.C([O-])(O)=O.[Na+].[Br:23]Br. Product: [Br:23][C:11]1[CH:10]=[C:9]([C:4]2[CH:5]=[CH:6][CH:7]=[CH:8][C:3]=2[C:2]([F:16])([F:1])[F:17])[N:14]=[N:13][C:12]=1[NH2:15]. The catalyst class is: 5. (2) Reactant: [CH:1]1([C:4]2[N:25]([S:26]([C:29]3[CH:34]=[CH:33][CH:32]=[CH:31][CH:30]=3)(=[O:28])=[O:27])[C:7]3[N:8]=[N:9][C:10]([CH2:12][CH2:13][CH2:14][CH2:15][N:16]4[CH:20]=[C:19]([C:21]([O:23][CH3:24])=[O:22])[N:18]=[N:17]4)=[CH:11][C:6]=3[CH:5]=2)[CH2:3][CH2:2]1.[I:35]Cl. Product: [CH:1]1([C:4]2[N:25]([S:26]([C:29]3[CH:34]=[CH:33][CH:32]=[CH:31][CH:30]=3)(=[O:28])=[O:27])[C:7]3[N:8]=[N:9][C:10]([CH2:12][CH2:13][CH2:14][CH2:15][N:16]4[CH:20]=[C:19]([C:21]([O:23][CH3:24])=[O:22])[N:18]=[N:17]4)=[CH:11][C:6]=3[C:5]=2[I:35])[CH2:2][CH2:3]1. The catalyst class is: 26. (3) Reactant: [ClH:1].[N:2]1([CH2:8][CH2:9][CH2:10][O:11][C:12]2[CH:20]=[CH:19][C:15]([C:16](O)=[O:17])=[C:14]([C:21]([F:24])([F:23])[F:22])[CH:13]=2)[CH2:7][CH2:6][CH2:5][CH2:4][CH2:3]1. The catalyst class is: 309. Product: [ClH:1].[N:2]1([CH2:8][CH2:9][CH2:10][O:11][C:12]2[CH:20]=[CH:19][C:15]([C:16]([Cl:1])=[O:17])=[C:14]([C:21]([F:24])([F:23])[F:22])[CH:13]=2)[CH2:7][CH2:6][CH2:5][CH2:4][CH2:3]1. (4) Reactant: [F:1][C:2]1[CH:7]=[CH:6][C:5]([S:8]([NH:11][C@@H:12]([C:14]([OH:16])=[O:15])[CH3:13])(=[O:10])=[O:9])=[CH:4][CH:3]=1.[CH2:17]=[C:18]([CH3:20])[CH3:19].S(=O)(=O)(O)O.C(=O)(O)[O-].[Na+]. Product: [F:1][C:2]1[CH:3]=[CH:4][C:5]([S:8]([NH:11][C@@H:12]([C:14]([O:16][C:18]([CH3:20])([CH3:19])[CH3:17])=[O:15])[CH3:13])(=[O:9])=[O:10])=[CH:6][CH:7]=1. The catalyst class is: 258. (5) Product: [CH2:25]([O:32][C:33]1[CH:34]=[CH:35][C:36]([CH2:39][C:40]([N:10]2[CH2:9][CH2:8][C:7]3([NH:3]/[C:4](=[N:13]/[C:14]([C:16]4[C:21]([NH2:22])=[N:20][C:19]([NH2:23])=[C:18]([Cl:24])[N:17]=4)=[O:15])/[NH:5][CH2:6]3)[CH2:12][CH2:11]2)=[O:41])=[CH:37][CH:38]=1)[C:26]1[CH:27]=[CH:28][CH:29]=[CH:30][CH:31]=1. Reactant: Cl.Cl.[NH:3]1[C:7]2([CH2:12][CH2:11][NH:10][CH2:9][CH2:8]2)[CH2:6][NH:5]/[C:4]/1=[N:13]\[C:14]([C:16]1[C:21]([NH2:22])=[N:20][C:19]([NH2:23])=[C:18]([Cl:24])[N:17]=1)=[O:15].[CH2:25]([O:32][C:33]1[CH:38]=[CH:37][C:36]([CH2:39][C:40](O)=[O:41])=[CH:35][CH:34]=1)[C:26]1[CH:31]=[CH:30][CH:29]=[CH:28][CH:27]=1.CN1CCOCC1.CN(C(ON1N=NC2C=CC=NC1=2)=[N+](C)C)C.F[P-](F)(F)(F)(F)F. The catalyst class is: 85. (6) Reactant: CO[CH:3](OC)[CH2:4][CH:5](OC)OC.[Cl:12][C:13]1[CH:22]=[C:21]([Cl:23])[C:20]([NH:24][NH2:25])=[CH:19][C:14]=1[C:15]([O:17][CH3:18])=[O:16]. Product: [Cl:12][C:13]1[CH:22]=[C:21]([Cl:23])[C:20]([N:24]2[CH:5]=[CH:4][CH:3]=[N:25]2)=[CH:19][C:14]=1[C:15]([O:17][CH3:18])=[O:16]. The catalyst class is: 5.